This data is from Catalyst prediction with 721,799 reactions and 888 catalyst types from USPTO. The task is: Predict which catalyst facilitates the given reaction. Product: [CH2:1]([O:8][C:9]1[CH:10]=[CH:11][C:12]([N:15]2[C:19]([CH3:20])=[C:18]([C:21]([NH:46][C:43]3[CH:44]=[N:45][C:40]([C:39]([F:48])([F:38])[F:47])=[CH:41][CH:42]=3)=[O:23])[N:17]=[C:16]2[C:24]2[CH:29]=[CH:28][C:27]([Cl:30])=[CH:26][C:25]=2[Cl:31])=[CH:13][CH:14]=1)[C:2]1[CH:3]=[CH:4][CH:5]=[CH:6][CH:7]=1. Reactant: [CH2:1]([O:8][C:9]1[CH:14]=[CH:13][C:12]([N:15]2[C:19]([CH3:20])=[C:18]([C:21]([OH:23])=O)[N:17]=[C:16]2[C:24]2[CH:29]=[CH:28][C:27]([Cl:30])=[CH:26][C:25]=2[Cl:31])=[CH:11][CH:10]=1)[C:2]1[CH:7]=[CH:6][CH:5]=[CH:4][CH:3]=1.C(Cl)(=O)C(Cl)=O.[F:38][C:39]([F:48])([F:47])[C:40]1[N:45]=[CH:44][C:43]([NH2:46])=[CH:42][CH:41]=1. The catalyst class is: 59.